Dataset: Peptide-MHC class I binding affinity with 185,985 pairs from IEDB/IMGT. Task: Regression. Given a peptide amino acid sequence and an MHC pseudo amino acid sequence, predict their binding affinity value. This is MHC class I binding data. (1) The peptide sequence is LNNSFYYMK. The MHC is HLA-A68:01 with pseudo-sequence HLA-A68:01. The binding affinity (normalized) is 0.610. (2) The peptide sequence is YRTAVCGLY. The MHC is HLA-A26:02 with pseudo-sequence HLA-A26:02. The binding affinity (normalized) is 0.479.